Dataset: NCI-60 drug combinations with 297,098 pairs across 59 cell lines. Task: Regression. Given two drug SMILES strings and cell line genomic features, predict the synergy score measuring deviation from expected non-interaction effect. Synergy scores: CSS=20.4, Synergy_ZIP=-6.60, Synergy_Bliss=-1.84, Synergy_Loewe=-0.240, Synergy_HSA=-0.595. Cell line: SK-OV-3. Drug 1: C1CCC(CC1)NC(=O)N(CCCl)N=O. Drug 2: C1CC(C1)(C(=O)O)C(=O)O.[NH2-].[NH2-].[Pt+2].